The task is: Predict the product of the given reaction.. This data is from Forward reaction prediction with 1.9M reactions from USPTO patents (1976-2016). (1) Given the reactants Cl.[C:2]([Cl:10])(=[O:9])[C:3]1[CH:8]=[CH:7][N:6]=[CH:5][CH:4]=1.[CH2:11]([O:13][C:14]1[CH:15]=[C:16]([C:23]2[C@@H:32]3[C@@H:27]([CH2:28][CH:29]=[CH:30][CH2:31]3)[C:26](=[O:33])[N:25]([CH:34]3[CH2:39][CH2:38][N:37](S(C4C=CC(C)=CC=4)(=O)=O)[CH2:36][CH2:35]3)[N:24]=2)[CH:17]=[CH:18][C:19]=1[O:20][CH2:21][CH3:22])[CH3:12], predict the reaction product. The product is: [ClH:10].[CH2:11]([O:13][C:14]1[CH:15]=[C:16]([C:23]2[C@@H:32]3[C@@H:27]([CH2:28][CH:29]=[CH:30][CH2:31]3)[C:26](=[O:33])[N:25]([CH:34]3[CH2:35][CH2:36][N:37]([C:2]([C:3]4[CH:8]=[CH:7][N:6]=[CH:5][CH:4]=4)=[O:9])[CH2:38][CH2:39]3)[N:24]=2)[CH:17]=[CH:18][C:19]=1[O:20][CH2:21][CH3:22])[CH3:12]. (2) Given the reactants [C:1]([O:5][C:6]([N:8]1[CH2:13][CH2:12][CH:11]([OH:14])[CH2:10][CH2:9]1)=[O:7])([CH3:4])([CH3:3])[CH3:2].[H-].[Na+].Cl[C:18]1[N:23]=[N:22][C:21]([CH:24]2[CH2:27][CH2:26][CH2:25]2)=[C:20]([C:28]2[CH:33]=[CH:32][C:31]([O:34][CH:35]3[CH2:40][CH2:39][CH2:38][CH2:37][CH2:36]3)=[CH:30][CH:29]=2)[CH:19]=1, predict the reaction product. The product is: [C:1]([O:5][C:6]([N:8]1[CH2:13][CH2:12][CH:11]([O:14][C:18]2[N:23]=[N:22][C:21]([CH:24]3[CH2:25][CH2:26][CH2:27]3)=[C:20]([C:28]3[CH:29]=[CH:30][C:31]([O:34][CH:35]4[CH2:40][CH2:39][CH2:38][CH2:37][CH2:36]4)=[CH:32][CH:33]=3)[CH:19]=2)[CH2:10][CH2:9]1)=[O:7])([CH3:4])([CH3:2])[CH3:3]. (3) The product is: [Cl:1][C:2]1[CH:7]=[C:6]([NH:8][C:9]2[N:13]=[C:12]([CH2:14][O:15][CH3:16])[NH:11][N:10]=2)[CH:5]=[C:4]([Cl:26])[N:3]=1. Given the reactants [Cl:1][C:2]1[CH:7]=[C:6]([NH:8][C:9]2[N:10](CC3C=CC(OC)=CC=3)[N:11]=[C:12]([CH2:14][O:15][CH3:16])[N:13]=2)[CH:5]=[C:4]([Cl:26])[N:3]=1.C(O)(C(F)(F)F)=O, predict the reaction product. (4) Given the reactants [CH2:1]([N:3]1[CH:7]=[CH:6][N:5]=[C:4]1[CH:8]1[C:17](=O)[C:16]2[C:15]([C:19](OCC)=[O:20])=[CH:14][CH:13]=[CH:12][C:11]=2[NH:10][CH:9]1[C:24]1[CH:29]=[CH:28][C:27]([F:30])=[CH:26][CH:25]=1)[CH3:2].O.[NH2:32][NH2:33], predict the reaction product. The product is: [CH2:1]([N:3]1[CH:7]=[CH:6][N:5]=[C:4]1[CH:8]1[C:17]2=[N:32][NH:33][C:19](=[O:20])[C:15]3[CH:14]=[CH:13][CH:12]=[C:11]([C:16]=32)[NH:10][CH:9]1[C:24]1[CH:25]=[CH:26][C:27]([F:30])=[CH:28][CH:29]=1)[CH3:2]. (5) Given the reactants [Cl:1][C:2]1[C:3]([OH:33])=[CH:4][C:5]([O:12][CH2:13][C@:14]([OH:32])([CH3:31])[CH2:15][NH:16][CH:17]2[CH2:22][CH2:21][N:20]([CH2:23][C:24]3[CH:29]=[CH:28][C:27]([Cl:30])=[CH:26][CH:25]=3)[CH2:19][CH2:18]2)=[C:6]([NH:8][C:9](=[O:11])[CH3:10])[CH:7]=1.[C:34]([OH:42])(=[O:41])[C:35]1[CH:40]=[CH:39][CH:38]=[CH:37][CH:36]=1.C(N)(=O)C, predict the reaction product. The product is: [C:34]([OH:42])(=[O:41])[C:35]1[CH:40]=[CH:39][CH:38]=[CH:37][CH:36]=1.[Cl:1][C:2]1[C:3]([OH:33])=[CH:4][C:5]([O:12][CH2:13][C@:14]([OH:32])([CH3:31])[CH2:15][NH:16][CH:17]2[CH2:18][CH2:19][N:20]([CH2:23][C:24]3[CH:25]=[CH:26][C:27]([Cl:30])=[CH:28][CH:29]=3)[CH2:21][CH2:22]2)=[C:6]([NH:8][C:9](=[O:11])[CH3:10])[CH:7]=1. (6) The product is: [CH3:15][O:14][C:8]1[CH:7]=[C:6]([C:4]2[C:3]([CH3:17])([CH3:16])[CH2:2][NH:20][N:19]=2)[CH:11]=[CH:10][C:9]=1[O:12][CH3:13]. Given the reactants Cl[CH2:2][C:3]([CH3:17])([CH3:16])[C:4]([C:6]1[CH:11]=[CH:10][C:9]([O:12][CH3:13])=[C:8]([O:14][CH3:15])[CH:7]=1)=O.O.[NH2:19][NH2:20], predict the reaction product. (7) Given the reactants [NH2:1][C:2]1[C:3]([C:16]2[CH:41]=[CH:40][C:19]([C:20]([NH:22][C@@H:23]([C:33]3[CH:38]=[CH:37][CH:36]=[C:35]([Cl:39])[CH:34]=3)[CH2:24][NH:25]C(=O)OC(C)(C)C)=[O:21])=[C:18]([F:42])[CH:17]=2)=[N:4][C:5]([CH:8]2[CH2:13][CH2:12][C:11]([F:15])([F:14])[CH2:10][CH2:9]2)=[CH:6][N:7]=1.Cl.O1CCOCC1, predict the reaction product. The product is: [NH2:25][CH2:24][C@@H:23]([NH:22][C:20](=[O:21])[C:19]1[CH:40]=[CH:41][C:16]([C:3]2[C:2]([NH2:1])=[N:7][CH:6]=[C:5]([CH:8]3[CH2:9][CH2:10][C:11]([F:14])([F:15])[CH2:12][CH2:13]3)[N:4]=2)=[CH:17][C:18]=1[F:42])[C:33]1[CH:38]=[CH:37][CH:36]=[C:35]([Cl:39])[CH:34]=1.